This data is from Forward reaction prediction with 1.9M reactions from USPTO patents (1976-2016). The task is: Predict the product of the given reaction. Given the reactants [F:1][CH:2]([F:14])[O:3][C:4]1[CH:13]=[CH:12][C:7]([C:8](OC)=[O:9])=[CH:6][N:5]=1.CC(C[AlH]CC(C)C)C.[OH-].[Na+].C([O-])(O)=O.[Na+], predict the reaction product. The product is: [F:14][CH:2]([F:1])[O:3][C:4]1[N:5]=[CH:6][C:7]([CH2:8][OH:9])=[CH:12][CH:13]=1.